From a dataset of Reaction yield outcomes from USPTO patents with 853,638 reactions. Predict the reaction yield, written as a fraction of the theoretical maximum amount of product (1.0 means a 100% yield; for example, 0.34 means a 34% yield). (1) The reactants are [CH3:1][N:2]1[CH2:7][C@@H:6]([CH3:8])[N:5](CC2C=CC=CC=2)[CH2:4][C@H:3]1[CH3:16]. The catalyst is CO. The product is [CH3:1][N:2]1[CH2:7][C@@H:6]([CH3:8])[NH:5][CH2:4][C@H:3]1[CH3:16]. The yield is 1.00. (2) The reactants are [CH3:1][C:2]1[CH:3]=[C:4]([OH:17])[CH:5]=[CH:6][C:7]=1B1OC(C)(C)C(C)(C)O1.[CH3:18][O:19][C:20](=[O:32])[CH2:21][C:22]1[C:30]2C(=C[C:27](Br)=[CH:28][CH:29]=2)NC=1.C(=O)([O-])[O-].[K+].[K+].Cl.[CH3:40][N:41]([CH:43]=O)[CH3:42]. The catalyst is O.C1C=CC([P]([Pd]([P](C2C=CC=CC=2)(C2C=CC=CC=2)C2C=CC=CC=2)([P](C2C=CC=CC=2)(C2C=CC=CC=2)C2C=CC=CC=2)[P](C2C=CC=CC=2)(C2C=CC=CC=2)C2C=CC=CC=2)(C2C=CC=CC=2)C2C=CC=CC=2)=CC=1.C(O)C. The product is [CH3:18][O:19][C:20]([C:21]1[C:22]2[C:42](=[CH:27][C:28]([C:7]3[CH:6]=[CH:5][C:4]([OH:17])=[CH:3][C:2]=3[CH3:1])=[CH:29][CH:30]=2)[N:41]([CH3:40])[CH:43]=1)=[O:32]. The yield is 0.740. (3) The reactants are [C:1]([C:4]1[CH:16]=[C:15]([C:17]2[C:18]([CH3:23])=[N:19][O:20][C:21]=2[CH3:22])[CH:14]=[C:13]2[C:5]=1[C:6]1[CH:7]=[CH:8][C:9](C(OC)=O)=[CH:10][C:11]=1[N:12]2[CH2:24][CH:25]1CCOCC1)(=[O:3])[NH2:2].[CH3:35][Li].CC[O:39][CH2:40][CH3:41].[CH2:42]1[CH2:46][O:45][CH2:44][CH2:43]1. No catalyst specified. The product is [CH3:23][C:18]1[C:17]([C:15]2[CH:16]=[C:4]([C:1]([NH2:2])=[O:3])[C:5]3[C:6]4[C:11](=[CH:10][C:9]([C:40]([OH:39])([CH3:41])[CH3:35])=[CH:8][CH:7]=4)[N:12]([CH2:24][CH:25]4[CH2:43][CH2:44][O:45][CH2:46][CH2:42]4)[C:13]=3[CH:14]=2)=[C:21]([CH3:22])[O:20][N:19]=1. The yield is 0.440. (4) The reactants are B.O1CCCC1.[Br:7][C:8]1[CH:13]=[CH:12][C:11]([C@H:14]2[CH2:19][N:18]([C@@H:20]([C:22]3[CH:27]=[CH:26][CH:25]=[CH:24][CH:23]=3)[CH3:21])[C:17](=O)[CH2:16][O:15]2)=[CH:10][CH:9]=1.CO. The catalyst is O1CCCC1. The product is [Br:7][C:8]1[CH:9]=[CH:10][C:11]([C@@H:14]2[O:15][CH2:16][CH2:17][N:18]([C@@H:20]([C:22]3[CH:23]=[CH:24][CH:25]=[CH:26][CH:27]=3)[CH3:21])[CH2:19]2)=[CH:12][CH:13]=1. The yield is 0.963. (5) No catalyst specified. The reactants are [C:1]([O:5][C:6]1[CH:11]=[CH:10][C:9]([CH2:12][C@H:13]([NH:36]C(=O)OCC2C3C=CC=CC=3C3C2=CC=CC=3)[C:14]([N:16]([CH2:28][CH:29]([O:33][CH2:34][CH3:35])[O:30][CH2:31][CH3:32])[CH2:17][C:18]2[C:27]3[C:22](=[CH:23][CH:24]=[CH:25][CH:26]=3)[CH:21]=[CH:20][CH:19]=2)=[O:15])=[CH:8][CH:7]=1)([CH3:4])([CH3:3])[CH3:2].N1CCCCC1. The product is [NH2:36][C@@H:13]([CH2:12][C:9]1[CH:10]=[CH:11][C:6]([O:5][C:1]([CH3:3])([CH3:2])[CH3:4])=[CH:7][CH:8]=1)[C:14]([N:16]([CH2:28][CH:29]([O:33][CH2:34][CH3:35])[O:30][CH2:31][CH3:32])[CH2:17][C:18]1[C:27]2[C:22](=[CH:23][CH:24]=[CH:25][CH:26]=2)[CH:21]=[CH:20][CH:19]=1)=[O:15]. The yield is 1.12.